From a dataset of Forward reaction prediction with 1.9M reactions from USPTO patents (1976-2016). Predict the product of the given reaction. (1) The product is: [CH3:1][C:2]([CH3:16])([CH3:15])[CH2:3][O:4][S:5]([C:8]1[CH:13]=[CH:12][C:11]([B:17]2[O:21][C:20]([CH3:23])([CH3:22])[C:19]([CH3:25])([CH3:24])[O:18]2)=[CH:10][CH:9]=1)(=[O:7])=[O:6]. Given the reactants [CH3:1][C:2]([CH3:16])([CH3:15])[CH2:3][O:4][S:5]([C:8]1[CH:13]=[CH:12][C:11](Br)=[CH:10][CH:9]=1)(=[O:7])=[O:6].[B:17]1([B:17]2[O:21][C:20]([CH3:23])([CH3:22])[C:19]([CH3:25])([CH3:24])[O:18]2)[O:21][C:20]([CH3:23])([CH3:22])[C:19]([CH3:25])([CH3:24])[O:18]1.C([O-])(=O)C.[K+], predict the reaction product. (2) Given the reactants Br[CH2:2][C:3]1[CH:11]=[CH:10][C:6]([C:7]([OH:9])=[O:8])=[CH:5][CH:4]=1.[NH:12]1[CH2:17][CH2:16][O:15][CH2:14][CH2:13]1, predict the reaction product. The product is: [O:15]1[CH2:16][CH2:17][N:12]([CH2:2][C:3]2[CH:11]=[CH:10][C:6]([C:7]([OH:9])=[O:8])=[CH:5][CH:4]=2)[CH2:13][CH2:14]1. (3) Given the reactants [CH2:1]1[C:14]2[C:13]3[CH:12]=[CH:11][CH:10]=[CH:9][C:8]=3[NH:7][C:6]=2[CH:5]2[CH2:15][CH2:16][N:2]1[CH2:3][CH2:4]2.[H-].[Na+].F[C:20]1[CH:21]=[CH:22][C:23]([N+:28]([O-:30])=[O:29])=[C:24]([CH:27]=1)[C:25]#[N:26], predict the reaction product. The product is: [C:25]([C:24]1[CH:27]=[C:20]([N:7]2[C:8]3[CH:9]=[CH:10][CH:11]=[CH:12][C:13]=3[C:14]3[CH2:1][N:2]4[CH2:3][CH2:4][CH:5]([C:6]2=3)[CH2:15][CH2:16]4)[CH:21]=[CH:22][C:23]=1[N+:28]([O-:30])=[O:29])#[N:26]. (4) Given the reactants O=[C:2]1[CH2:7][CH2:6][N:5]([C:8]2[CH:13]=[CH:12][C:11]([N:14]3[CH2:18][C@H:17]([CH2:19][NH:20][C:21](=[O:23])[CH3:22])[O:16][C:15]3=[O:24])=[CH:10][C:9]=2[F:25])[CH2:4][CH2:3]1.[C-:26]#[N:27].[K+].[Cl-].[NH4+:30].O, predict the reaction product. The product is: [NH2:30][C:2]1([C:26]#[N:27])[CH2:7][CH2:6][N:5]([C:8]2[CH:13]=[CH:12][C:11]([N:14]3[CH2:18][C@H:17]([CH2:19][NH:20][C:21](=[O:23])[CH3:22])[O:16][C:15]3=[O:24])=[CH:10][C:9]=2[F:25])[CH2:4][CH2:3]1. (5) Given the reactants [C:1]([N:8]1[CH2:13][CH2:12][CH2:11][CH2:10][C:9]1=O)([O:3][C:4]([CH3:7])([CH3:6])[CH3:5])=[O:2].S(C1C=CC(C)=CC=1)(O)(=O)=O.[CH:26]1([O:31][C:32](=[O:37])[C:33]([CH3:36])([CH3:35])[NH2:34])[CH2:30][CH2:29][CH2:28][CH2:27]1.C(O[BH-](OC(=O)C)OC(=O)C)(=O)C.[Na+].C(OCC)(=O)C, predict the reaction product. The product is: [CH:26]1([O:31][C:32](=[O:37])[C:33]([NH:34][CH:11]2[CH2:12][CH2:13][N:8]([C:1]([O:3][C:4]([CH3:7])([CH3:6])[CH3:5])=[O:2])[CH2:9][CH2:10]2)([CH3:35])[CH3:36])[CH2:27][CH2:28][CH2:29][CH2:30]1. (6) Given the reactants C([O:5][C:6]([C:8]1[CH:17]=[CH:16][C:15]2[C:10](=[CH:11][CH:12]=[C:13]([C:18]([F:21])([F:20])[F:19])[CH:14]=2)[N:9]=1)=[O:7])CCC.[OH-].[Na+], predict the reaction product. The product is: [F:20][C:18]([F:19])([F:21])[C:13]1[CH:14]=[C:15]2[C:10](=[CH:11][CH:12]=1)[N:9]=[C:8]([C:6]([OH:7])=[O:5])[CH:17]=[CH:16]2. (7) Given the reactants Cl[C:2]1[CH:3]=[CH:4][C:5]2[NH:6][C:7](=[O:20])[N:8]3[C:16]4[CH:15]=[CH:14][C:13]([F:17])=[CH:12][C:11]=4[CH:10]=[C:9]3[C:18]=2[N:19]=1.[F:21][C:22]1[CH:27]=[CH:26][C:25]([C:28]2[O:29][C:30]3[CH:40]=[C:39]([N:41]([CH3:46])[S:42]([CH3:45])(=[O:44])=[O:43])[C:38](B4OC(C)(C)C(C)(C)O4)=[CH:37][C:31]=3[C:32]=2[C:33]([NH:35][CH3:36])=[O:34])=[CH:24][CH:23]=1.CC(C1C=C(C(C)C)C(C2C=CC=CC=2P(C2CCCCC2)C2CCCCC2)=C(C(C)C)C=1)C, predict the reaction product. The product is: [F:17][C:13]1[CH:14]=[CH:15][C:16]2[N:8]3[C:7](=[O:20])[NH:6][C:5]4[CH:4]=[CH:3][C:2]([C:38]5[C:39]([N:41]([CH3:46])[S:42]([CH3:45])(=[O:44])=[O:43])=[CH:40][C:30]6[O:29][C:28]([C:25]7[CH:26]=[CH:27][C:22]([F:21])=[CH:23][CH:24]=7)=[C:32]([C:33]([NH:35][CH3:36])=[O:34])[C:31]=6[CH:37]=5)=[N:19][C:18]=4[C:9]3=[CH:10][C:11]=2[CH:12]=1.